The task is: Predict the reaction yield, written as a fraction of the theoretical maximum amount of product (1.0 means a 100% yield; for example, 0.34 means a 34% yield).. This data is from Reaction yield outcomes from USPTO patents with 853,638 reactions. (1) The catalyst is CN(C=O)C. The yield is 0.690. The product is [Si:10]([O:43][C@@H:41]([CH3:42])[C@@H:24]([NH:23][C:17]1[CH:18]=[CH:19][C:20]([C:21]#[N:22])=[C:15]([Cl:14])[CH:16]=1)[C:25]([NH:27][NH:28][C:29](=[O:40])[C:30]1[CH:35]=[CH:34][C:33]([S:36]([CH3:39])(=[O:38])=[O:37])=[CH:32][CH:31]=1)=[O:26])([C:7]([CH3:9])([CH3:8])[CH3:6])([CH3:12])[CH3:11]. The reactants are N1C=CN=C1.[CH3:6][C:7]([Si:10](Cl)([CH3:12])[CH3:11])([CH3:9])[CH3:8].[Cl:14][C:15]1[CH:16]=[C:17]([NH:23][C@H:24]([C@@H:41]([OH:43])[CH3:42])[C:25]([NH:27][NH:28][C:29](=[O:40])[C:30]2[CH:35]=[CH:34][C:33]([S:36]([CH3:39])(=[O:38])=[O:37])=[CH:32][CH:31]=2)=[O:26])[CH:18]=[CH:19][C:20]=1[C:21]#[N:22].O. (2) The reactants are [Cl-].[Al+3].[Cl-].[Cl-].[CH3:5][O:6][C:7]1[CH:12]=[CH:11][CH:10]=[CH:9][C:8]=1[O:13][CH3:14].[CH3:15][O:16][C:17]1[CH:25]=[CH:24][C:20]([C:21](Cl)=[O:22])=[CH:19][CH:18]=1. The catalyst is C(Cl)Cl. The product is [CH3:5][O:6][C:7]1[CH:12]=[C:11]([C:21]([C:20]2[CH:24]=[CH:25][C:17]([O:16][CH3:15])=[CH:18][CH:19]=2)=[O:22])[CH:10]=[CH:9][C:8]=1[O:13][CH3:14]. The yield is 0.920.